Dataset: Forward reaction prediction with 1.9M reactions from USPTO patents (1976-2016). Task: Predict the product of the given reaction. (1) Given the reactants FC1C=CC([N:8]2C3C(=CC(N)=CC=3)C=N2)=CC=1.[F:18][C:19]([F:30])([F:29])[C:20](=O)[CH2:21][C:22]1[CH:27]=[CH:26][CH:25]=[CH:24][CH:23]=1.C(N(CC)CC)C.[BH4-].[Na+].[OH-].[Na+], predict the reaction product. The product is: [C:22]1(/[CH:21]=[C:20](/[NH2:8])\[C:19]([F:30])([F:29])[F:18])[CH:27]=[CH:26][CH:25]=[CH:24][CH:23]=1. (2) Given the reactants [CH3:1][O:2][C:3]1[N:8]=[C:7]2[CH:9]=[C:10]([C:12]([OH:14])=[O:13])[NH:11][C:6]2=[CH:5][CH:4]=1.CO.[CH3:17][Si](C=[N+]=[N-])(C)C, predict the reaction product. The product is: [CH3:1][O:2][C:3]1[N:8]=[C:7]2[CH:9]=[C:10]([C:12]([O:14][CH3:17])=[O:13])[NH:11][C:6]2=[CH:5][CH:4]=1. (3) Given the reactants [N+:1]([C:4]1[CH:9]=[CH:8][C:7]([S:10](Cl)(=[O:12])=[O:11])=[CH:6][CH:5]=1)([O-:3])=[O:2].[C:14]([O:18][C:19]([N:21]1[CH2:25][C@H:24]([OH:26])[CH2:23][C@H:22]1[C:27](=[O:31])[N:28]([CH3:30])[CH3:29])=[O:20])([CH3:17])([CH3:16])[CH3:15].N1C=CC=CC=1, predict the reaction product. The product is: [C:14]([O:18][C:19]([N:21]1[CH2:25][C@H:24]([O:26][S:10]([C:7]2[CH:6]=[CH:5][C:4]([N+:1]([O-:3])=[O:2])=[CH:9][CH:8]=2)(=[O:11])=[O:12])[CH2:23][C@H:22]1[C:27](=[O:31])[N:28]([CH3:29])[CH3:30])=[O:20])([CH3:17])([CH3:16])[CH3:15].